From a dataset of Peptide-MHC class I binding affinity with 185,985 pairs from IEDB/IMGT. Regression. Given a peptide amino acid sequence and an MHC pseudo amino acid sequence, predict their binding affinity value. This is MHC class I binding data. (1) The peptide sequence is KRMMIRYCL. The MHC is HLA-B35:01 with pseudo-sequence HLA-B35:01. The binding affinity (normalized) is 0.0847. (2) The peptide sequence is KTNTKHCPKI. The MHC is HLA-A02:01 with pseudo-sequence HLA-A02:01. The binding affinity (normalized) is 0.0292. (3) The peptide sequence is AEILSGRVI. The MHC is HLA-B07:02 with pseudo-sequence HLA-B07:02. The binding affinity (normalized) is 0.0847.